Dataset: Forward reaction prediction with 1.9M reactions from USPTO patents (1976-2016). Task: Predict the product of the given reaction. Given the reactants C([O:8][C:9]1[C:14]([C:15]([CH3:18])([CH3:17])[CH3:16])=[CH:13][CH:12]=[CH:11][C:10]=1[C:19]([C:27]1[CH:28]=[C:29]([C:33]2[CH:38]=[CH:37][CH:36]=[CH:35][C:34]=2[O:39][CH3:40])[CH:30]=[CH:31][CH:32]=1)([C:21]1[CH:26]=[CH:25][CH:24]=[CH:23][CH:22]=1)O)C1C=CC=CC=1, predict the reaction product. The product is: [C:15]([C:14]1[CH:13]=[CH:12][CH:11]=[C:10]([CH:19]([C:27]2[CH:28]=[C:29]([C:33]3[CH:38]=[CH:37][CH:36]=[CH:35][C:34]=3[O:39][CH3:40])[CH:30]=[CH:31][CH:32]=2)[C:21]2[CH:26]=[CH:25][CH:24]=[CH:23][CH:22]=2)[C:9]=1[OH:8])([CH3:18])([CH3:16])[CH3:17].